Dataset: Reaction yield outcomes from USPTO patents with 853,638 reactions. Task: Predict the reaction yield, written as a fraction of the theoretical maximum amount of product (1.0 means a 100% yield; for example, 0.34 means a 34% yield). (1) The reactants are [CH2:1]([O:5][C:6]1[CH:7]=[CH:8][C:9]([C:12]([OH:14])=O)=[N:10][CH:11]=1)[C:2]#[C:3][CH3:4].[CH3:15][C:16]1[C:17]([NH2:31])=[N:18][C:19]2([C:29]3[C:24](=[CH:25][CH:26]=[C:27]([NH2:30])[CH:28]=3)[O:23][CH2:22][CH2:21]2)[N:20]=1. No catalyst specified. The product is [NH2:31][C:17]1[C:16]([CH3:15])=[N:20][C:19]2([C:29]3[C:24](=[CH:25][CH:26]=[C:27]([NH:30][C:12](=[O:14])[C:9]4[CH:8]=[CH:7][C:6]([O:5][CH2:1][C:2]#[C:3][CH3:4])=[CH:11][N:10]=4)[CH:28]=3)[O:23][CH2:22][CH2:21]2)[N:18]=1. The yield is 0.160. (2) The reactants are [NH2:1][CH2:2][CH:3]1[CH2:6][CH:5]([N:7]([CH2:9][C@@H:10]2[C@H:14]3[O:15][C:16]([CH3:19])([CH3:18])[O:17][C@H:13]3[C@H:12]([N:20]3[CH:28]=[N:27][C:26]4[C:21]3=[N:22][CH:23]=[N:24][C:25]=4[NH2:29])[O:11]2)[CH3:8])[CH2:4]1.[C:30]([C:34]1[CH:39]=[CH:38][C:37]([N:40]=[C:41]=[O:42])=[CH:36][CH:35]=1)([CH3:33])([CH3:32])[CH3:31]. The catalyst is C(Cl)Cl. The product is [NH2:29][C:25]1[N:24]=[CH:23][N:22]=[C:21]2[C:26]=1[N:27]=[CH:28][N:20]2[C@H:12]1[C@@H:13]2[O:17][C:16]([CH3:19])([CH3:18])[O:15][C@@H:14]2[C@@H:10]([CH2:9][N:7]([CH3:8])[CH:5]2[CH2:4][CH:3]([CH2:2][NH:1][C:41]([NH:40][C:37]3[CH:38]=[CH:39][C:34]([C:30]([CH3:33])([CH3:32])[CH3:31])=[CH:35][CH:36]=3)=[O:42])[CH2:6]2)[O:11]1. The yield is 0.450. (3) The reactants are [CH3:1][N:2]1[CH:6]=[C:5]([NH:7][C:8]([C:10]2[N:11]([CH3:18])[CH:12]=[C:13]([N+:15]([O-:17])=[O:16])[CH:14]=2)=[O:9])[CH:4]=[C:3]1[C:19]([O:21]C)=[O:20].[Li+].[OH-]. The catalyst is CC(N(C)C)=O.O. The product is [CH3:1][N:2]1[CH:6]=[C:5]([NH:7][C:8]([C:10]2[N:11]([CH3:18])[CH:12]=[C:13]([N+:15]([O-:17])=[O:16])[CH:14]=2)=[O:9])[CH:4]=[C:3]1[C:19]([OH:21])=[O:20]. The yield is 0.730. (4) The reactants are C(OC([NH:8][CH2:9][CH:10]1[CH2:15][CH2:14][N:13]([CH2:16][C:17]2([C:23]([OH:25])=[O:24])[CH2:22][CH2:21][O:20][CH2:19][CH2:18]2)[CH2:12][CH2:11]1)=O)(C)(C)C.[CH3:26][C:27]1[CH:28]=[CH:29][C:30]([S:33]([OH:36])(=[O:35])=[O:34])=[CH:31][CH:32]=1.O.CCN(CC)CC. The catalyst is CC(O)C. The product is [CH3:26][C:27]1[CH:28]=[CH:29][C:30]([S:33]([OH:36])(=[O:35])=[O:34])=[CH:31][CH:32]=1.[NH2:8][CH2:9][CH:10]1[CH2:15][CH2:14][N:13]([CH2:16][C:17]2([C:23]([OH:25])=[O:24])[CH2:22][CH2:21][O:20][CH2:19][CH2:18]2)[CH2:12][CH2:11]1. The yield is 0.870. (5) The reactants are Br[C:2]1[CH:3]=[CH:4][C:5]([O:24][CH2:25][CH3:26])=[C:6]([CH:23]=1)[C:7]([NH:9][C@@H:10]([CH2:21][OH:22])[CH2:11][C:12]1[C:20]2[C:15](=[CH:16][CH:17]=[CH:18][CH:19]=2)[NH:14][CH:13]=1)=[O:8].[C:27]1(B(O)O)[CH:32]=[CH:31][CH:30]=[CH:29][CH:28]=1.C(=O)([O-])[O-].[Na+].[Na+].C(O)C. The catalyst is C1(C)C=CC=CC=1.C1C=CC([P]([Pd]([P](C2C=CC=CC=2)(C2C=CC=CC=2)C2C=CC=CC=2)([P](C2C=CC=CC=2)(C2C=CC=CC=2)C2C=CC=CC=2)[P](C2C=CC=CC=2)(C2C=CC=CC=2)C2C=CC=CC=2)(C2C=CC=CC=2)C2C=CC=CC=2)=CC=1. The product is [OH:22][CH2:21][C@H:10]([NH:9][C:7]([C:6]1[CH:23]=[C:2]([C:27]2[CH:32]=[CH:31][CH:30]=[CH:29][CH:28]=2)[CH:3]=[CH:4][C:5]=1[O:24][CH2:25][CH3:26])=[O:8])[CH2:11][C:12]1[C:20]2[C:15](=[CH:16][CH:17]=[CH:18][CH:19]=2)[NH:14][CH:13]=1. The yield is 0.210. (6) The reactants are [CH3:1][O:2][C:3](=[O:15])[C:4]1[C:5](=[C:10](I)[CH:11]=[CH:12][CH:13]=1)[C:6]([O:8][CH3:9])=[O:7].[Si:16]([O:23][C:24]1[CH:25]=[C:26]([NH2:32])[CH:27]=[CH:28][C:29]=1[O:30][CH3:31])([C:19]([CH3:22])([CH3:21])[CH3:20])([CH3:18])[CH3:17].C1C=CC(P(C2C(C3C(P(C4C=CC=CC=4)C4C=CC=CC=4)=CC=C4C=3C=CC=C4)=C3C(C=CC=C3)=CC=2)C2C=CC=CC=2)=CC=1.C(=O)([O-])[O-].[Cs+].[Cs+]. The catalyst is C1(C)C=CC=CC=1.C(Cl)Cl.C1C=CC(/C=C/C(/C=C/C2C=CC=CC=2)=O)=CC=1.C1C=CC(/C=C/C(/C=C/C2C=CC=CC=2)=O)=CC=1.C1C=CC(/C=C/C(/C=C/C2C=CC=CC=2)=O)=CC=1.[Pd].[Pd]. The product is [CH3:1][O:2][C:3](=[O:15])[C:4]1[C:5](=[C:10]([NH:32][C:26]2[CH:27]=[CH:28][C:29]([O:30][CH3:31])=[C:24]([O:23][Si:16]([C:19]([CH3:22])([CH3:21])[CH3:20])([CH3:18])[CH3:17])[CH:25]=2)[CH:11]=[CH:12][CH:13]=1)[C:6]([O:8][CH3:9])=[O:7]. The yield is 0.710.